Dataset: Forward reaction prediction with 1.9M reactions from USPTO patents (1976-2016). Task: Predict the product of the given reaction. (1) Given the reactants [F:1][C:2]([F:22])([F:21])[C:3]1[CH:4]=[C:5]([CH:18]=[CH:19][CH:20]=1)[O:6][C:7]1[CH:12]=[CH:11][C:10]([CH2:13][CH2:14][C:15](=[NH:17])[NH2:16])=[CH:9][CH:8]=1.[OH:23][CH:24]=[C:25]([CH2:30][CH3:31])[C:26](OC)=O.C([O-])(=O)C.[K+], predict the reaction product. The product is: [CH2:30]([C:25]1[C:24](=[O:23])[N:17]=[C:15]([CH2:14][CH2:13][C:10]2[CH:9]=[CH:8][C:7]([O:6][C:5]3[CH:18]=[CH:19][CH:20]=[C:3]([C:2]([F:21])([F:22])[F:1])[CH:4]=3)=[CH:12][CH:11]=2)[NH:16][CH:26]=1)[CH3:31]. (2) The product is: [O:1]=[C:2]1[NH:6][CH2:5][C:4]2([CH2:10][CH2:9][C@@H:8]([C:11]([OH:13])=[O:12])[CH2:7]2)[O:3]1. Given the reactants [O:1]=[C:2]1[NH:6][CH2:5][C:4]2([CH2:10][CH2:9][C@@H:8]([C:11]([O:13]CC3C=CC=CC=3)=[O:12])[CH2:7]2)[O:3]1, predict the reaction product. (3) The product is: [CH:13]12[NH:8][CH:9]([CH2:15][CH2:14]1)[CH2:10][CH:11]([CH:16]1[C:29]3[CH:28]=[CH:27][C:26]([C:30]([N:31]([CH2:34][CH3:35])[CH2:32][CH3:33])=[NH:36])=[CH:25][C:24]=3[O:23][C:22]3[C:17]1=[CH:18][CH:19]=[CH:20][CH:21]=3)[CH2:12]2.[C:38]([OH:44])([C:40]([F:43])([F:42])[F:41])=[O:39]. Given the reactants C(OC([N:8]1[CH:13]2[CH2:14][CH2:15][CH:9]1[CH2:10][CH:11]([CH:16]1[C:29]3[CH:28]=[CH:27][C:26]([C:30](=[NH:36])[N:31]([CH2:34][CH3:35])[CH2:32][CH3:33])=[CH:25][C:24]=3[O:23][C:22]3[C:17]1=[CH:18][CH:19]=[CH:20][CH:21]=3)[CH2:12]2)=O)(C)(C)C.O.[C:38]([OH:44])([C:40]([F:43])([F:42])[F:41])=[O:39], predict the reaction product. (4) Given the reactants [F:1][C:2]1[CH:3]=[CH:4][C:5]2[N:9]=[C:8]([NH:10][C:11]3[CH:16]=[CH:15][C:14]([O:17][C:18]4[C:23]([C:24]5[CH:29]=[CH:28][N:27]=[C:26](S(C)=O)[N:25]=5)=[CH:22][CH:21]=[CH:20][N:19]=4)=[CH:13][N:12]=3)[NH:7][C:6]=2[C:33]=1[F:34].FC1C=CC2N=C(NC3C=CC(OC4C(C5C=CN=C(S(C)(=O)=O)N=5)=CC=CN=4)=CN=3)[NH:41][C:40]=2C=1F.C1COCC1, predict the reaction product. The product is: [F:1][C:2]1[CH:3]=[CH:4][C:5]2[N:9]=[C:8]([NH:10][C:11]3[CH:16]=[CH:15][C:14]([O:17][C:18]4[C:23]([C:24]5[CH:29]=[CH:28][N:27]=[C:26]([NH:41][CH3:40])[N:25]=5)=[CH:22][CH:21]=[CH:20][N:19]=4)=[CH:13][N:12]=3)[NH:7][C:6]=2[C:33]=1[F:34]. (5) Given the reactants FC(F)(F)C([NH:5][CH2:6][CH:7]1[CH2:12][CH2:11][N:10]([C:13]2[N:14]=[N:15][CH:16]=[C:17]([C:19]3[CH:28]=[CH:27][C:26]4[C:21](=[CH:22][CH:23]=[CH:24][CH:25]=4)[CH:20]=3)[CH:18]=2)[CH2:9][CH2:8]1)=O.ClC1N=NC(N2CCC(CNC(=O)C(F)(F)F)CC2)=CC=1C1C=CC2C(=CC=CC=2)C=1.C(N(CC)CC)C, predict the reaction product. The product is: [CH:20]1[C:21]2[C:26](=[CH:25][CH:24]=[CH:23][CH:22]=2)[CH:27]=[CH:28][C:19]=1[C:17]1[CH:18]=[C:13]([N:10]2[CH2:11][CH2:12][CH:7]([CH2:6][NH2:5])[CH2:8][CH2:9]2)[N:14]=[N:15][CH:16]=1.